The task is: Regression. Given a peptide amino acid sequence and an MHC pseudo amino acid sequence, predict their binding affinity value. This is MHC class II binding data.. This data is from Peptide-MHC class II binding affinity with 134,281 pairs from IEDB. (1) The peptide sequence is KDKWIALKESWGAIW. The MHC is DRB4_0101 with pseudo-sequence DRB4_0103. The binding affinity (normalized) is 0.253. (2) The peptide sequence is NQAFRNIVNMLHGVR. The MHC is DRB1_0404 with pseudo-sequence DRB1_0404. The binding affinity (normalized) is 0.425. (3) The peptide sequence is EKDYFAATQFEPLAA. The MHC is HLA-DQA10401-DQB10402 with pseudo-sequence HLA-DQA10401-DQB10402. The binding affinity (normalized) is 0.616. (4) The peptide sequence is GSCWAFSGVAATESA. The MHC is HLA-DQA10301-DQB10302 with pseudo-sequence HLA-DQA10301-DQB10302. The binding affinity (normalized) is 0.490. (5) The peptide sequence is NRASLMQLISTNVFG. The MHC is DRB1_1501 with pseudo-sequence DRB1_1501. The binding affinity (normalized) is 0.550. (6) The peptide sequence is LTHVKINDKCPSTGE. The MHC is DRB1_1302 with pseudo-sequence DRB1_1302. The binding affinity (normalized) is 0. (7) The peptide sequence is WELQIVDKIDAAFKI. The MHC is DRB1_1501 with pseudo-sequence DRB1_1501. The binding affinity (normalized) is 0.538. (8) The peptide sequence is EKKYFVATQFEPLAA. The MHC is HLA-DQA10501-DQB10201 with pseudo-sequence HLA-DQA10501-DQB10201. The binding affinity (normalized) is 0.616. (9) The peptide sequence is IEGGSLFIVPRFHVV. The MHC is DRB1_1101 with pseudo-sequence DRB1_1101. The binding affinity (normalized) is 0.762. (10) The peptide sequence is ELTKAVATRTYFDHE. The MHC is DRB1_0101 with pseudo-sequence DRB1_0101. The binding affinity (normalized) is 0.696.